From a dataset of Rat liver microsome stability data. Regression/Classification. Given a drug SMILES string, predict its absorption, distribution, metabolism, or excretion properties. Task type varies by dataset: regression for continuous measurements (e.g., permeability, clearance, half-life) or binary classification for categorical outcomes (e.g., BBB penetration, CYP inhibition). Dataset: rlm. (1) The compound is CN1CCN(c2ccc(Nc3nn4c(=O)c5ccccc5nc4s3)cc2)CC1. The result is 1 (stable in rat liver microsomes). (2) The molecule is O=c1cc(CN2CCCN(c3ccc(C(F)(F)F)cn3)CC2)nc2ccccn12. The result is 1 (stable in rat liver microsomes). (3) The molecule is O=C(NCCc1nc2ccccc2n1CCO)C1CCCCC1. The result is 1 (stable in rat liver microsomes). (4) The molecule is Cc1c2c(n3c1CCCN1CCOC[C@@H]1CNc1cc-3ccc1C(N)=O)CC(C)(C)CC2=O. The result is 1 (stable in rat liver microsomes). (5) The drug is O=C1C(SCCO)=C(SCCO)C(=O)c2ccccc21. The result is 0 (unstable in rat liver microsomes). (6) The drug is CC1CCN(C(=O)c2ccc(-c3ccc(N4CCSCC4)nc3)cc2)CC1. The result is 1 (stable in rat liver microsomes). (7) The result is 0 (unstable in rat liver microsomes). The compound is O=C1Nc2cccc(Cl)c2C1=Cc1cc(Cl)c(O)c(Cl)c1.